This data is from Forward reaction prediction with 1.9M reactions from USPTO patents (1976-2016). The task is: Predict the product of the given reaction. The product is: [CH:10]([C:6]1[CH:5]=[C:4]([S:12]([NH2:15])(=[O:14])=[O:13])[CH:3]=[C:2]([C:19]2[CH:20]=[CH:21][CH:22]=[CH:23][C:18]=2[O:17][CH3:16])[C:7]=1[O:8][CH3:9])=[O:11]. Given the reactants Br[C:2]1[CH:3]=[C:4]([S:12]([NH2:15])(=[O:14])=[O:13])[CH:5]=[C:6]([CH:10]=[O:11])[C:7]=1[O:8][CH3:9].[CH3:16][O:17][C:18]1[CH:23]=[CH:22][CH:21]=[CH:20][C:19]=1B(O)O, predict the reaction product.